From a dataset of Full USPTO retrosynthesis dataset with 1.9M reactions from patents (1976-2016). Predict the reactants needed to synthesize the given product. (1) Given the product [CH3:9][C:10]1[C:14]2[CH:15]=[CH:16][C:17]([C:19]3[NH:1][C:2]4[N:6]([N:5]=[CH:4][C:3]=4[C:7]#[N:8])[C:21](=[O:22])[CH:20]=3)=[CH:18][C:13]=2[O:12][N:11]=1, predict the reactants needed to synthesize it. The reactants are: [NH2:1][C:2]1[NH:6][N:5]=[CH:4][C:3]=1[C:7]#[N:8].[CH3:9][C:10]1[C:14]2[CH:15]=[CH:16][C:17]([C:19](=O)[CH2:20][C:21](OCC)=[O:22])=[CH:18][C:13]=2[O:12][N:11]=1.CC1C=CC(S(O)(=O)=O)=CC=1. (2) Given the product [C@@H:14]1([O:32][C:33]2[C:37]([CH2:38][C:39]3[CH:44]=[CH:43][C:42](/[CH:45]=[CH:46]/[C:47](=[O:48])[NH:4][C:3]([CH2:7][OH:8])([CH2:5][OH:6])[CH2:2][OH:1])=[CH:41][CH:40]=3)=[C:36]([CH:50]([CH3:52])[CH3:51])[NH:35][N:34]=2)[O:15][C@H:16]([CH2:27][OH:28])[C@@H:17]([OH:23])[C@H:18]([OH:19])[C@H:13]1[OH:12], predict the reactants needed to synthesize it. The reactants are: [OH:1][CH2:2][C:3]([CH2:7][OH:8])([CH2:5][OH:6])[NH2:4].C([O:12][C@@H:13]1[C@@H:18]([O:19]C(=O)C)[C@H:17]([O:23]C(=O)C)[C@@H:16]([CH2:27][O:28]C(=O)C)[O:15][C@H:14]1[O:32][C:33]1[C:37]([CH2:38][C:39]2[CH:44]=[CH:43][C:42](/[CH:45]=[CH:46]/[C:47](O)=[O:48])=[CH:41][CH:40]=2)=[C:36]([CH:50]([CH3:52])[CH3:51])[NH:35][N:34]=1)(=O)C.C(O[C@@H]1[C@@H](OC(=O)C)[C@H](OC(=O)C)[C@@H](COC(=O)C)O[C@H]1OC1C(CC2C=CC(/C=C/CC(O)=O)=CC=2)=C(C(C)C)NN=1)(=O)C. (3) The reactants are: [NH:1]1[C:11]2[C:6](=[CH:7][CH:8]=[CH:9][CH:10]=2)[C:4](=[O:5])[C:2]1=[O:3].[F:12][C:13]([F:17])([F:16])[CH2:14]I. Given the product [F:12][C:13]([F:17])([F:16])[CH2:14][N:1]1[C:11]2[C:6](=[CH:7][CH:8]=[CH:9][CH:10]=2)[C:4](=[O:5])[C:2]1=[O:3], predict the reactants needed to synthesize it. (4) Given the product [NH2:1][C:2]1[N:10]=[C:9]([O:11][CH2:12][CH2:13][CH2:14][CH3:15])[N:8]=[C:7]2[C:3]=1[N:4]=[C:5]([OH:32])[N:6]2[CH2:16][C:17]1[CH:18]=[C:19]([CH2:23][P:24]([CH3:29])(=[O:28])[O:25][CH3:26])[CH:20]=[CH:21][CH:22]=1, predict the reactants needed to synthesize it. The reactants are: [NH2:1][C:2]1[N:10]=[C:9]([O:11][CH2:12][CH2:13][CH2:14][CH3:15])[N:8]=[C:7]2[C:3]=1[N:4]=[C:5](Br)[N:6]2[CH2:16][C:17]1[CH:18]=[C:19]([CH2:23][P:24]([CH3:29])(=[O:28])[O:25][CH2:26]C)[CH:20]=[CH:21][CH:22]=1.C[O-:32].[Na+]. (5) The reactants are: Br[C:2]1[CH:11]=[C:10]([F:12])[CH:9]=[CH:8][C:3]=1[C:4]([O:6][CH3:7])=[O:5].[C:13]1([OH:19])[CH:18]=[CH:17][CH:16]=[CH:15][CH:14]=1.C(=O)([O-])[O-].[Cs+].[Cs+].C(OCC)(=O)C. Given the product [F:12][C:10]1[CH:9]=[CH:8][C:3]([C:4]([O:6][CH3:7])=[O:5])=[C:2]([O:19][C:13]2[CH:18]=[CH:17][CH:16]=[CH:15][CH:14]=2)[CH:11]=1, predict the reactants needed to synthesize it. (6) Given the product [Cl:1][C:2]1[CH:11]=[CH:10][C:9]([N:12]2[CH2:17][CH2:16][CH:15]([N:18]([CH3:20])[CH3:19])[CH2:14][CH2:13]2)=[CH:8][C:3]=1[C:4]([NH2:21])=[O:5], predict the reactants needed to synthesize it. The reactants are: [Cl:1][C:2]1[CH:11]=[CH:10][C:9]([N:12]2[CH2:17][CH2:16][CH:15]([N:18]([CH3:20])[CH3:19])[CH2:14][CH2:13]2)=[CH:8][C:3]=1[C:4](OC)=[O:5].[NH3:21].